This data is from Reaction yield outcomes from USPTO patents with 853,638 reactions. The task is: Predict the reaction yield, written as a fraction of the theoretical maximum amount of product (1.0 means a 100% yield; for example, 0.34 means a 34% yield). (1) The reactants are [F:1][C:2]([F:39])([F:38])[C:3]1[CH:4]=[C:5]([C:13]([CH3:37])([CH3:36])[C:14]([N:16]([C:18]2[CH:19]=[N:20][C:21]([NH:31][CH2:32][C:33](=[O:35])[CH3:34])=[CH:22][C:23]=2[C:24]2[CH:29]=[CH:28][CH:27]=[CH:26][C:25]=2[Cl:30])[CH3:17])=[O:15])[CH:6]=[C:7]([C:9]([F:12])([F:11])[F:10])[CH:8]=1.[CH3:40][Mg]Br.Cl. The catalyst is O1CCCC1.C(OCC)C. The product is [F:39][C:2]([F:1])([F:38])[C:3]1[CH:4]=[C:5]([C:13]([CH3:36])([CH3:37])[C:14]([N:16]([C:18]2[CH:19]=[N:20][C:21]([NH:31][CH2:32][C:33]([OH:35])([CH3:40])[CH3:34])=[CH:22][C:23]=2[C:24]2[CH:29]=[CH:28][CH:27]=[CH:26][C:25]=2[Cl:30])[CH3:17])=[O:15])[CH:6]=[C:7]([C:9]([F:12])([F:11])[F:10])[CH:8]=1. The yield is 0.500. (2) The reactants are [CH:1]([N:4]1[C:8]([C:9]2[N:10]=[C:11]3[C:17]4[CH:18]=[CH:19][C:20]([CH:22]=[CH2:23])=[CH:21][C:16]=4[O:15][CH2:14][CH2:13][N:12]3[CH:24]=2)=[N:7][C:6]([CH3:25])=[N:5]1)([CH3:3])[CH3:2]. The catalyst is C(O)C. The product is [CH2:22]([C:20]1[CH:19]=[CH:18][C:17]2[C:11]3[N:12]([CH:24]=[C:9]([C:8]4[N:4]([CH:1]([CH3:2])[CH3:3])[N:5]=[C:6]([CH3:25])[N:7]=4)[N:10]=3)[CH2:13][CH2:14][O:15][C:16]=2[CH:21]=1)[CH3:23]. The yield is 0.629. (3) The reactants are [C:1]([N:8]1[CH2:12][C@H:11]([CH:13]2[CH2:18][CH2:17][CH2:16][CH2:15][CH2:14]2)[CH2:10][C@H:9]1[C:19](O)=[O:20])([O:3][C:4]([CH3:7])([CH3:6])[CH3:5])=[O:2].C(Cl)Cl.C(N1C=CN=C1)(N1C=CN=C1)=O.Cl.[CH3:38][NH:39][O:40][CH3:41]. The catalyst is CCOC(C)=O. The product is [CH:13]1([C@H:11]2[CH2:12][N:8]([C:1]([O:3][C:4]([CH3:6])([CH3:7])[CH3:5])=[O:2])[C@H:9]([C:19](=[O:20])[N:39]([O:40][CH3:41])[CH3:38])[CH2:10]2)[CH2:14][CH2:15][CH2:16][CH2:17][CH2:18]1. The yield is 0.990. (4) The reactants are [CH:1]1([C:4](Cl)=[O:5])[CH2:3][CH2:2]1.FC(F)(F)C(O)=O.[Br:14][C:15]1[CH:16]=[C:17]([N:21]2[C:29]3[CH2:28][CH2:27][NH:26][CH2:25][C:24]=3[C:23]([C:30]([O:32][CH2:33][CH3:34])=[O:31])=[N:22]2)[CH:18]=[CH:19][CH:20]=1.C(N(CC)CC)C. The catalyst is C1COCC1. The product is [Br:14][C:15]1[CH:16]=[C:17]([N:21]2[C:29]3[CH2:28][CH2:27][N:26]([C:4]([CH:1]4[CH2:3][CH2:2]4)=[O:5])[CH2:25][C:24]=3[C:23]([C:30]([O:32][CH2:33][CH3:34])=[O:31])=[N:22]2)[CH:18]=[CH:19][CH:20]=1. The yield is 0.520. (5) The reactants are [Cl:1][C:2]1[CH:8]=[CH:7][CH:6]=[CH:5][C:3]=1[NH2:4].[N:9]([O-])=O.[Na+].C([O-])(=O)C.[Na+].[C:18]([CH2:21][C:22](=[O:24])[CH3:23])(=[O:20])[CH3:19]. The catalyst is C(O)(=O)C.Cl.O.C(O)C. The product is [Cl:1][C:2]1[CH:8]=[CH:7][CH:6]=[CH:5][C:3]=1[NH:4][N:9]=[C:21]([C:22](=[O:24])[CH3:23])[C:18](=[O:20])[CH3:19]. The yield is 0.460. (6) The reactants are [Cl:1][C:2]1[CH:3]=[C:4]2[C:9](=[C:10]([F:12])[CH:11]=1)[C:8]([CH3:14])([CH3:13])[C:7](=[O:15])[C:6]([C:16]([NH:18][CH2:19][C:20]([O:22]C(C)(C)C)=[O:21])=[O:17])=[C:5]2[OH:27]. The catalyst is C(O)(C(F)(F)F)=O. The product is [Cl:1][C:2]1[CH:3]=[C:4]2[C:9](=[C:10]([F:12])[CH:11]=1)[C:8]([CH3:14])([CH3:13])[C:7](=[O:15])[C:6]([C:16]([NH:18][CH2:19][C:20]([OH:22])=[O:21])=[O:17])=[C:5]2[OH:27]. The yield is 1.12. (7) The reactants are [CH3:1][CH:2]([O:4][C:5]1[CH:6]=[C:7]([O:25][C:26]2[CH:31]=[CH:30][C:29]([S:32]([CH3:35])(=[O:34])=[O:33])=[CH:28][N:27]=2)[CH:8]=[C:9]2[C:13]=1[NH:12][C:11]([C:14]1[S:15][CH:16]([CH2:19][C:20](OCC)=[O:21])[CH2:17][N:18]=1)=[CH:10]2)[CH3:3].O1CCCC1.CO.[BH4-].[Li+]. The catalyst is O. The product is [CH3:3][CH:2]([O:4][C:5]1[CH:6]=[C:7]([O:25][C:26]2[CH:31]=[CH:30][C:29]([S:32]([CH3:35])(=[O:34])=[O:33])=[CH:28][N:27]=2)[CH:8]=[C:9]2[C:13]=1[NH:12][C:11]([C:14]1[S:15][CH:16]([CH2:19][CH2:20][OH:21])[CH2:17][N:18]=1)=[CH:10]2)[CH3:1]. The yield is 0.460. (8) The reactants are Br[C:2]1[C:3]([C:12]([O:14]C)=[O:13])=[CH:4][C:5]2[O:10][CH2:9][CH2:8][O:7][C:6]=2[CH:11]=1.[CH3:16][O-:17].[Na+]. The catalyst is CN(C=O)C.O. The product is [CH3:16][O:17][C:2]1[C:3]([C:12]([OH:14])=[O:13])=[CH:4][C:5]2[O:10][CH2:9][CH2:8][O:7][C:6]=2[CH:11]=1. The yield is 0.570. (9) The reactants are [C:1]([C:3]1[CH:4]=[C:5]2[C:10](=[CH:11][C:12]=1[O:13][C:14]1[CH:22]=[CH:21][C:17]([C:18](O)=[O:19])=[CH:16][CH:15]=1)[O:9][CH2:8][CH2:7][CH:6]2[C:23]([O:25][CH3:26])=[O:24])#[N:2].Cl.Cl.[CH3:29][N:30]([CH2:32][C:33]1[CH:38]=[CH:37][C:36]([CH2:39][CH2:40][NH2:41])=[CH:35][CH:34]=1)[CH3:31].F[P-](F)(F)(F)(F)F.N1(OC(N(C)C)=[N+](C)C)C2N=CC=CC=2N=N1.C(N(CC)C(C)C)(C)C. The catalyst is CN(C)C=O. The product is [C:1]([C:3]1[CH:4]=[C:5]2[C:10](=[CH:11][C:12]=1[O:13][C:14]1[CH:22]=[CH:21][C:17]([C:18](=[O:19])[NH:41][CH2:40][CH2:39][C:36]3[CH:37]=[CH:38][C:33]([CH2:32][N:30]([CH3:31])[CH3:29])=[CH:34][CH:35]=3)=[CH:16][CH:15]=1)[O:9][CH2:8][CH2:7][CH:6]2[C:23]([O:25][CH3:26])=[O:24])#[N:2]. The yield is 0.570.